Dataset: Full USPTO retrosynthesis dataset with 1.9M reactions from patents (1976-2016). Task: Predict the reactants needed to synthesize the given product. (1) Given the product [N:1]1([CH2:6][C:7]2[CH:8]=[CH:9][C:10]([C:13]3[CH:18]=[C:17]([CH2:19][CH:20]([CH3:22])[CH3:21])[CH:16]=[CH:15][C:14]=3[S:23]([NH2:26])(=[O:24])=[O:25])=[CH:11][CH:12]=2)[CH:5]=[CH:4][N:3]=[CH:2]1, predict the reactants needed to synthesize it. The reactants are: [N:1]1([CH2:6][C:7]2[CH:12]=[CH:11][C:10]([C:13]3[CH:18]=[C:17]([CH2:19][CH:20]([CH3:22])[CH3:21])[CH:16]=[CH:15][C:14]=3[S:23]([NH:26]C(C)(C)C)(=[O:25])=[O:24])=[CH:9][CH:8]=2)[CH:5]=[CH:4][N:3]=[CH:2]1.B(Cl)(Cl)Cl.O. (2) Given the product [Cl:12][C:2]1[CH:7]=[C:6]([CH3:8])[C:5]([N+:9]([O-:11])=[O:10])=[CH:4][N:3]=1, predict the reactants needed to synthesize it. The reactants are: N[C:2]1[CH:7]=[C:6]([CH3:8])[C:5]([N+:9]([O-:11])=[O:10])=[CH:4][N:3]=1.[ClH:12]. (3) Given the product [CH2:3]([C:6]1[C:14]2[C:13]([C:15]([O:17][CH3:18])=[O:16])=[CH:12][CH:11]=[CH:10][C:9]=2[N:8]([S:25]([C:19]2[CH:24]=[CH:23][CH:22]=[CH:21][CH:20]=2)(=[O:27])=[O:26])[CH:7]=1)[CH:4]=[CH2:5], predict the reactants needed to synthesize it. The reactants are: [H-].[Na+].[CH2:3]([C:6]1[C:14]2[C:13]([C:15]([O:17][CH3:18])=[O:16])=[CH:12][CH:11]=[CH:10][C:9]=2[NH:8][CH:7]=1)[CH:4]=[CH2:5].[C:19]1([S:25](Cl)(=[O:27])=[O:26])[CH:24]=[CH:23][CH:22]=[CH:21][CH:20]=1.